This data is from Retrosynthesis with 50K atom-mapped reactions and 10 reaction types from USPTO. The task is: Predict the reactants needed to synthesize the given product. (1) Given the product c1cc(-c2ccc(OC3CN4CCC3CC4)nn2)c2cc[nH]c2c1, predict the reactants needed to synthesize it. The reactants are: CC1(C)OB(c2cccc3[nH]ccc23)OC1(C)C.Clc1ccc(OC2CN3CCC2CC3)nn1. (2) Given the product CCNc1nc(CC)ccc1C(=O)c1cccc(Cl)c1, predict the reactants needed to synthesize it. The reactants are: CCN.CCc1ccc(C(=O)c2cccc(Cl)c2)c(Cl)n1. (3) Given the product CCOc1ccc(-c2c(S(C)(=O)=O)ccc(C(=O)c3cnn(C(C)(C)C)c3O)c2C)cc1, predict the reactants needed to synthesize it. The reactants are: CCOc1ccc(B(O)O)cc1.Cc1c(C(=O)c2cnn(C(C)(C)C)c2O)ccc(S(C)(=O)=O)c1I. (4) Given the product CNC1CCN(Cc2ccc(Cl)c(Cl)c2)CC1, predict the reactants needed to synthesize it. The reactants are: CN.O=C1CCN(Cc2ccc(Cl)c(Cl)c2)CC1. (5) Given the product N#CCCN(C/C=C/c1ccccc1)Cc1ccccc1, predict the reactants needed to synthesize it. The reactants are: BrCC=Cc1ccccc1.N#CCCNCc1ccccc1. (6) Given the product CC(C)(C)OC(=O)N1CCCN(c2nc3ccccc3n2CCOCC#N)CC1, predict the reactants needed to synthesize it. The reactants are: CC(C)(C)OC(=O)N1CCCN(c2nc3ccccc3n2CCO)CC1.N#CCBr. (7) Given the product COc1ccc(-c2ccc(Br)cc2)cc1, predict the reactants needed to synthesize it. The reactants are: Brc1ccc(Br)cc1.COc1ccc(B(O)O)cc1. (8) Given the product CSc1ncccc1C(=O)CC(=O)C1CC1, predict the reactants needed to synthesize it. The reactants are: CSc1ncccc1C(=O)C(C(=O)OC(C)(C)C)C(=O)C1CC1. (9) Given the product Cc1cn(-c2ccc(Nc3nc(C)c(Cc4cccc(Cl)c4)s3)cc2C#N)cn1, predict the reactants needed to synthesize it. The reactants are: CC(=O)C(Cl)Cc1cccc(Cl)c1.Cc1cn(-c2ccc(NC(N)=S)cc2C#N)cn1. (10) Given the product Cc1cc([N+](=O)[O-])cnc1-c1ccc(C(F)(F)F)cc1, predict the reactants needed to synthesize it. The reactants are: Cc1cc([N+](=O)[O-])cnc1Cl.OB(O)c1ccc(C(F)(F)F)cc1.